Dataset: Forward reaction prediction with 1.9M reactions from USPTO patents (1976-2016). Task: Predict the product of the given reaction. The product is: [OH:26][CH2:27][C:28]([NH:31][S:32]([C:35]1[S:36][C:37]([C:2]#[C:1][C:3]2[CH:4]=[N:5][N:6]3[C:11]([C:12]([F:14])([F:13])[F:15])=[CH:10][C:9]([C:16]4[CH:21]=[CH:20][C:19]([C:22]([F:25])([F:24])[F:23])=[CH:18][CH:17]=4)=[N:8][C:7]=23)=[CH:38][CH:39]=1)(=[O:34])=[O:33])([CH3:30])[CH3:29]. Given the reactants [C:1]([C:3]1[CH:4]=[N:5][N:6]2[C:11]([C:12]([F:15])([F:14])[F:13])=[CH:10][C:9]([C:16]3[CH:21]=[CH:20][C:19]([C:22]([F:25])([F:24])[F:23])=[CH:18][CH:17]=3)=[N:8][C:7]=12)#[CH:2].[OH:26][CH2:27][C:28]([NH:31][S:32]([C:35]1[S:36][C:37](Cl)=[CH:38][CH:39]=1)(=[O:34])=[O:33])([CH3:30])[CH3:29], predict the reaction product.